Dataset: Reaction yield outcomes from USPTO patents with 853,638 reactions. Task: Predict the reaction yield, written as a fraction of the theoretical maximum amount of product (1.0 means a 100% yield; for example, 0.34 means a 34% yield). The catalyst is O1CCCC1. The reactants are [Cl:1][C:2]1[N:7]=[C:6]([I:8])[C:5]([OH:9])=[CH:4][CH:3]=1.[S:10]1[CH:14]=[CH:13][C:12]([CH2:15][CH2:16]O)=[CH:11]1.C1(P(C2C=CC=CC=2)C2C=CC=CC=2)C=CC=CC=1.N(C(OC(C)C)=O)=NC(OC(C)C)=O. The product is [Cl:1][C:2]1[N:7]=[C:6]([I:8])[C:5]([O:9][CH2:16][CH2:15][C:12]2[CH:13]=[CH:14][S:10][CH:11]=2)=[CH:4][CH:3]=1. The yield is 0.580.